From a dataset of CYP3A4 inhibition data for predicting drug metabolism from PubChem BioAssay. Regression/Classification. Given a drug SMILES string, predict its absorption, distribution, metabolism, or excretion properties. Task type varies by dataset: regression for continuous measurements (e.g., permeability, clearance, half-life) or binary classification for categorical outcomes (e.g., BBB penetration, CYP inhibition). Dataset: cyp3a4_veith. (1) The compound is Cc1ccc(NCCC(=O)c2ccc(Cl)c(Cl)c2)cc1. The result is 1 (inhibitor). (2) The molecule is O=c1c(-c2cc(F)cc(F)c2)nc2cnc(N3CCOCC3)nc2n1C[C@H]1CCCO1. The result is 0 (non-inhibitor). (3) The drug is Cc1cnc(CNc2ncnc3ccc(-c4ccccc4CN(C)C)cc23)cn1. The result is 0 (non-inhibitor). (4) The drug is Cc1ccc(-n2c(C)cc(C(=O)CSc3n[nH]c(N)n3)c2C)cc1. The result is 1 (inhibitor). (5) The compound is CN1CCc2nc3ccc(F)cc3c(C(N)=O)c2C1.Cl. The result is 0 (non-inhibitor). (6) The drug is CCN(CCCc1ccccc1)CCCc1ccccc1.O=C(O)CC(O)(CC(=O)O)C(=O)O. The result is 0 (non-inhibitor).